Dataset: Catalyst prediction with 721,799 reactions and 888 catalyst types from USPTO. Task: Predict which catalyst facilitates the given reaction. (1) Reactant: [NH:1]1[CH:5]=[CH:4][CH:3]=[N:2]1.C(=O)([O-])[O-].[K+].[K+].Br[CH2:13][CH:14]=[CH:15][CH3:16]. Product: [CH2:16]([N:1]1[CH:5]=[CH:4][CH:3]=[N:2]1)[CH2:15][CH:14]=[CH2:13]. The catalyst class is: 131. (2) Reactant: [C:1]([O:5][C:6]([N:8]1[C:16]2[C:11](=[CH:12][C:13]([C:17]#[C:18][CH2:19][CH2:20][CH2:21][OH:22])=[CH:14][CH:15]=2)[CH2:10][CH2:9]1)=[O:7])([CH3:4])([CH3:3])[CH3:2]. Product: [C:1]([O:5][C:6]([N:8]1[C:16]2[C:11](=[CH:12][C:13]([CH2:17][CH2:18][CH2:19][CH2:20][CH2:21][OH:22])=[CH:14][CH:15]=2)[CH2:10][CH2:9]1)=[O:7])([CH3:4])([CH3:3])[CH3:2]. The catalyst class is: 19. (3) Reactant: [F:1][C:2]1[C:10]2[O:9][C:8](=[O:11])[NH:7][C:6]=2[CH:5]=[C:4]([NH:12][C:13](=[O:56])[C@@H:14]([NH:38][C:39]([C@H:41]2[CH2:46][CH2:45][C@H:44]([CH2:47][NH:48]C(=O)OC(C)(C)C)[CH2:43][CH2:42]2)=[O:40])[CH2:15][C:16]2[CH:21]=[CH:20][C:19]([C:22]3[CH:27]=[CH:26][C:25]([C:28](=[O:36])[NH:29][C@H:30]4[CH2:34][CH2:33][NH:32][C:31]4=[O:35])=[CH:24][C:23]=3[CH3:37])=[CH:18][CH:17]=2)[CH:3]=1.[ClH:57].C(#N)C. Product: [ClH:57].[NH2:48][CH2:47][C@H:44]1[CH2:45][CH2:46][C@H:41]([C:39]([NH:38][C@H:14]([C:13]([NH:12][C:4]2[CH:3]=[C:2]([F:1])[C:10]3[O:9][C:8](=[O:11])[NH:7][C:6]=3[CH:5]=2)=[O:56])[CH2:15][C:16]2[CH:17]=[CH:18][C:19]([C:22]3[CH:27]=[CH:26][C:25]([C:28]([NH:29][C@H:30]4[CH2:34][CH2:33][NH:32][C:31]4=[O:35])=[O:36])=[CH:24][C:23]=3[CH3:37])=[CH:20][CH:21]=2)=[O:40])[CH2:42][CH2:43]1. The catalyst class is: 269. (4) Reactant: C([O:3][C:4](=O)[CH:5]([CH3:17])[C:6]([C:8]1[CH:13]=[CH:12][C:11]([O:14][CH3:15])=[C:10]([CH3:16])[CH:9]=1)=O)C.[CH3:19][NH:20][NH2:21]. Product: [CH3:15][O:14][C:11]1[CH:12]=[CH:13][C:8]([C:6]2[C:5]([CH3:17])=[C:4]([OH:3])[N:20]([CH3:19])[N:21]=2)=[CH:9][C:10]=1[CH3:16]. The catalyst class is: 11. (5) Reactant: N#N.Br[C:4]1[CH:5]=[N:6][N:7]([CH2:9][CH3:10])[CH:8]=1.[CH3:11][C:12]1([CH3:28])[C:16]([CH3:18])([CH3:17])[O:15][B:14]([B:14]2[O:15][C:16]([CH3:18])([CH3:17])[C:12]([CH3:28])([CH3:11])[O:13]2)[O:13]1.C([O-])(=O)C.[K+]. Product: [CH2:9]([N:7]1[CH:8]=[C:4]([B:14]2[O:15][C:16]([CH3:18])([CH3:17])[C:12]([CH3:28])([CH3:11])[O:13]2)[CH:5]=[N:6]1)[CH3:10]. The catalyst class is: 75.